From a dataset of Forward reaction prediction with 1.9M reactions from USPTO patents (1976-2016). Predict the product of the given reaction. (1) Given the reactants Cl[C:2]1[N:7]=[C:6]([C:8]2[CH:13]=[CH:12][C:11]([F:14])=[CH:10][CH:9]=2)[CH:5]=[C:4]([C:15]([F:18])([F:17])[F:16])[N:3]=1.[Br:19][C:20]1[CH:21]=[C:22](B(O)O)[CH:23]=[CH:24][CH:25]=1, predict the reaction product. The product is: [Br:19][C:20]1[CH:25]=[C:24]([C:2]2[N:7]=[C:6]([C:8]3[CH:13]=[CH:12][C:11]([F:14])=[CH:10][CH:9]=3)[CH:5]=[C:4]([C:15]([F:18])([F:17])[F:16])[N:3]=2)[CH:23]=[CH:22][CH:21]=1. (2) Given the reactants [CH3:1][N:2]1[CH2:7][CH2:6][O:5][CH:4]([CH2:8][N:9]2[CH2:14][CH2:13][N:12](C(OC(C)(C)C)=O)[CH2:11][CH2:10]2)[CH2:3]1.FC(F)(F)C(O)=O, predict the reaction product. The product is: [CH3:1][N:2]1[CH2:7][CH2:6][O:5][CH:4]([CH2:8][N:9]2[CH2:10][CH2:11][NH:12][CH2:13][CH2:14]2)[CH2:3]1. (3) Given the reactants C(Cl)Cl.COC(=O)C=C[C@H:9]1[CH2:14][CH2:13][CH2:12][C@@H:11]([C:15]2[CH:20]=[CH:19][C:18]([Cl:21])=[CH:17][CH:16]=2)[N:10]1[C:22](=[O:26])[CH2:23][CH:24]=[CH2:25], predict the reaction product. The product is: [Cl:21][C:18]1[CH:17]=[CH:16][C:15]([C@@H:11]2[CH2:12][CH2:13][CH2:14][C@H:9]3[N:10]2[C:22](=[O:26])[CH2:23][CH:24]=[CH:25]3)=[CH:20][CH:19]=1. (4) The product is: [CH2:1]([O:3][C:4]([C:6]1([NH:15][C:35]([C:34]2[C:29]([Cl:28])=[N:30][CH:31]=[C:32]([Cl:38])[CH:33]=2)=[O:36])[CH2:14][C:13]2[C:8](=[CH:9][CH:10]=[CH:11][CH:12]=2)[CH2:7]1)=[O:5])[CH3:2]. Given the reactants [CH2:1]([O:3][C:4]([C:6]1([NH2:15])[CH2:14][C:13]2[C:8](=[CH:9][CH:10]=[CH:11][CH:12]=2)[CH2:7]1)=[O:5])[CH3:2].C(Cl)Cl.CCN(C(C)C)C(C)C.[Cl:28][C:29]1[C:34]([C:35](Cl)=[O:36])=[CH:33][C:32]([Cl:38])=[CH:31][N:30]=1, predict the reaction product. (5) Given the reactants [Si]([O:8][CH2:9][C:10]1[C:15]([CH3:16])=[CH:14][C:13]([C:17]2[CH2:18][CH2:19][N:20]([C:23]([O:25][C:26]([CH3:29])([CH3:28])[CH3:27])=[O:24])[CH2:21][CH:22]=2)=[CH:12][N:11]=1)(C(C)(C)C)(C)C.[F-].C([N+](CCCC)(CCCC)CCCC)CCC.O1CCCC1.C(OCC)(=O)C, predict the reaction product. The product is: [OH:8][CH2:9][C:10]1[C:15]([CH3:16])=[CH:14][C:13]([CH:17]2[CH2:18][CH2:19][N:20]([C:23]([O:25][C:26]([CH3:29])([CH3:28])[CH3:27])=[O:24])[CH2:21][CH2:22]2)=[CH:12][N:11]=1.